From a dataset of Reaction yield outcomes from USPTO patents with 853,638 reactions. Predict the reaction yield, written as a fraction of the theoretical maximum amount of product (1.0 means a 100% yield; for example, 0.34 means a 34% yield). (1) The reactants are [Cl:1][C:2]1[CH:7]=[CH:6][C:5]([C:8]2[C:13]([CH:14]([CH2:19][CH2:20][CH3:21])[C:15]([O:17]C)=[O:16])=[C:12]([CH3:22])[N:11]=[C:10]([N:23]3[CH2:28][CH2:27][CH2:26][CH2:25][CH2:24]3)[N:9]=2)=[C:4]([F:29])[CH:3]=1.[OH-].[Na+]. The catalyst is CO. The product is [Cl:1][C:2]1[CH:7]=[CH:6][C:5]([C:8]2[C:13]([CH:14]([CH2:19][CH2:20][CH3:21])[C:15]([OH:17])=[O:16])=[C:12]([CH3:22])[N:11]=[C:10]([N:23]3[CH2:28][CH2:27][CH2:26][CH2:25][CH2:24]3)[N:9]=2)=[C:4]([F:29])[CH:3]=1. The yield is 0.190. (2) The reactants are FC(F)(F)C(O)=O.[O:8]1[C:12]2[CH:13]=[CH:14][C:15]([C:17]3([C:20]([NH:22][C:23]4[CH:24]=[C:25]5[C:29](=[CH:30][CH:31]=4)[NH:28][C:27]([C:32]([CH3:43])([CH3:42])[CH2:33][NH:34]C(=O)OC(C)(C)C)=[CH:26]5)=[O:21])[CH2:19][CH2:18]3)=[CH:16][C:11]=2[O:10][CH2:9]1. The catalyst is ClCCl. The product is [NH2:34][CH2:33][C:32]([C:27]1[NH:28][C:29]2[C:25]([CH:26]=1)=[CH:24][C:23]([NH:22][C:20]([C:17]1([C:15]3[CH:14]=[CH:13][C:12]4[O:8][CH2:9][O:10][C:11]=4[CH:16]=3)[CH2:19][CH2:18]1)=[O:21])=[CH:31][CH:30]=2)([CH3:42])[CH3:43]. The yield is 0.860. (3) The reactants are [F:1][C:2]1[CH:7]=[CH:6][C:5]([C:8]2([CH2:14][O:15][CH2:16][C:17]3[C:26]4[C:21](=[CH:22][CH:23]=[CH:24][CH:25]=4)[CH:20]=[C:19]([C:27]#[N:28])[C:18]=3[O:29][CH3:30])[CH2:13][CH2:12][NH:11][CH2:10][CH2:9]2)=[CH:4][CH:3]=1.Br[CH2:32][CH2:33][C:34]1[C:42]2[C:37](=[CH:38][CH:39]=[CH:40][CH:41]=2)[NH:36][CH:35]=1.O. The catalyst is CS(C)=O. The product is [F:1][C:2]1[CH:3]=[CH:4][C:5]([C:8]2([CH2:14][O:15][CH:16]([C:17]3[C:26]4[C:21](=[CH:22][CH:23]=[CH:24][CH:25]=4)[CH:20]=[C:19]([C:27]#[N:28])[C:18]=3[O:29][CH3:30])[CH2:32][CH2:33][C:34]3[C:42]4[C:37](=[CH:38][CH:39]=[CH:40][CH:41]=4)[NH:36][CH:35]=3)[CH2:13][CH2:12][NH:11][CH2:10][CH2:9]2)=[CH:6][CH:7]=1. The yield is 0.450. (4) The reactants are [C:1]([C:5]1[CH:21]=[CH:20][C:8]([C:9]([NH:11][C:12]2[CH:16]=[CH:15][S:14][C:13]=2[C:17]([OH:19])=[O:18])=O)=[CH:7][CH:6]=1)([CH3:4])([CH3:3])[CH3:2].C(Cl)(=O)C(Cl)=O.N1C=CC=CC=1. The catalyst is C(Cl)Cl. The product is [C:1]([C:5]1[CH:21]=[CH:20][C:8]([C:9]2[O:18][C:17](=[O:19])[C:13]3[S:14][CH:15]=[CH:16][C:12]=3[N:11]=2)=[CH:7][CH:6]=1)([CH3:4])([CH3:3])[CH3:2]. The yield is 0.960. (5) The reactants are [C:1]([O:5][C:6]1[CH:11]=[CH:10][C:9]([CH2:12][C@H:13]([NH:43]C(=O)OCC2C3C=CC=CC=3C3C2=CC=CC=3)[C:14]([N:16]([CH2:35][CH:36]([O:40][CH2:41][CH3:42])[O:37][CH2:38][CH3:39])[CH2:17][C:18]2[C:23]3[N:24]=[C:25]([NH:27][C:28]([O:30][C:31]([CH3:34])([CH3:33])[CH3:32])=[O:29])[S:26][C:22]=3[CH:21]=[CH:20][CH:19]=2)=[O:15])=[CH:8][CH:7]=1)([CH3:4])([CH3:3])[CH3:2].N1CCCCC1.ClCCl. No catalyst specified. The product is [NH2:43][C@@H:13]([CH2:12][C:9]1[CH:8]=[CH:7][C:6]([O:5][C:1]([CH3:2])([CH3:3])[CH3:4])=[CH:11][CH:10]=1)[C:14]([N:16]([CH2:35][CH:36]([O:40][CH2:41][CH3:42])[O:37][CH2:38][CH3:39])[CH2:17][C:18]1[C:23]2[N:24]=[C:25]([NH:27][C:28]([O:30][C:31]([CH3:33])([CH3:34])[CH3:32])=[O:29])[S:26][C:22]=2[CH:21]=[CH:20][CH:19]=1)=[O:15]. The yield is 0.990. (6) The reactants are C[N:2](C)[CH:3]=[CH:4][C:5]([C:7]1[C:12](=[O:13])[CH:11]=[CH:10][N:9]([C:14]2[CH:19]=[CH:18][CH:17]=[C:16]([C:20]([F:23])([F:22])[F:21])[CH:15]=2)[N:8]=1)=O.[C:25]1([NH:31]N)[CH:30]=[CH:29][CH:28]=[CH:27][CH:26]=1. The catalyst is C(O)C. The product is [C:25]1([N:31]2[C:5]([C:7]3[C:12](=[O:13])[CH:11]=[CH:10][N:9]([C:14]4[CH:19]=[CH:18][CH:17]=[C:16]([C:20]([F:23])([F:22])[F:21])[CH:15]=4)[N:8]=3)=[CH:4][CH:3]=[N:2]2)[CH:30]=[CH:29][CH:28]=[CH:27][CH:26]=1. The yield is 0.150.